This data is from Reaction yield outcomes from USPTO patents with 853,638 reactions. The task is: Predict the reaction yield, written as a fraction of the theoretical maximum amount of product (1.0 means a 100% yield; for example, 0.34 means a 34% yield). (1) The reactants are [O:1]=[C:2]1[C:10]2[C:5](=[CH:6][CH:7]=[CH:8][CH:9]=2)[C:4](=[O:11])[N:3]1[CH2:12][CH2:13][CH2:14][C:15]1[CH:16]=[C:17]([CH:20]=[CH:21][CH:22]=1)[CH:18]=O.[Br-].[C:24]1([C:50]2[CH:55]=[CH:54][CH:53]=[CH:52][CH:51]=2)[CH:29]=[CH:28][CH:27]=[CH:26][C:25]=1[CH2:30][P+](C1C=CC=CC=1)(C1C=CC=CC=1)C1C=CC=CC=1. No catalyst specified. The product is [C:24]1([C:50]2[CH:51]=[CH:52][CH:53]=[CH:54][CH:55]=2)[CH:29]=[CH:28][CH:27]=[CH:26][C:25]=1/[CH:30]=[CH:18]/[C:17]1[CH:16]=[C:15]([CH2:14][CH2:13][CH2:12][N:3]2[C:4](=[O:11])[C:5]3[C:10](=[CH:9][CH:8]=[CH:7][CH:6]=3)[C:2]2=[O:1])[CH:22]=[CH:21][CH:20]=1. The yield is 0.130. (2) The reactants are [OH:1][CH2:2][CH2:3][N:4]1[C:19]([C:20](OCC)=[O:21])=[C:7]2[CH2:8][CH2:9][CH2:10][C:11]3[C:12](=[N:13][C:14]([S:17][CH3:18])=[N:15][CH:16]=3)[C:6]2=[N:5]1.C1(C)C=CC(S(O)(=O)=O)=CC=1. The catalyst is C1COCC1. The product is [CH3:18][S:17][C:14]1[N:15]=[CH:16][C:11]2[CH2:10][CH2:9][CH2:8][C:7]3[C:6]([C:12]=2[N:13]=1)=[N:5][N:4]1[CH2:3][CH2:2][O:1][C:20](=[O:21])[C:19]=31. The yield is 0.500. (3) The reactants are [CH:1]([NH:4][C:5]([C:7]1[C:15]2[C:10](=[N:11][C:12]([NH2:16])=[CH:13][CH:14]=2)[N:9]([C:17]([CH3:20])([CH3:19])[CH3:18])[N:8]=1)=[O:6])([CH3:3])[CH3:2].[C:21]1([CH3:30])[CH:26]=[CH:25][C:24]([C:27](Cl)=[O:28])=[CH:23][CH:22]=1. The catalyst is N1C=CC=CC=1. The product is [CH:1]([NH:4][C:5]([C:7]1[C:15]2[C:10](=[N:11][C:12]([NH:16][C:27](=[O:28])[C:24]3[CH:25]=[CH:26][C:21]([CH3:30])=[CH:22][CH:23]=3)=[CH:13][CH:14]=2)[N:9]([C:17]([CH3:18])([CH3:20])[CH3:19])[N:8]=1)=[O:6])([CH3:3])[CH3:2]. The yield is 0.440. (4) The reactants are Br[C:2]1[C:3]([Cl:19])=[C:4]2[N:10]=[CH:9][N:8]([CH2:11][O:12][CH2:13][CH2:14][Si:15]([CH3:18])([CH3:17])[CH3:16])[C:5]2=[N:6][CH:7]=1.C([Sn](CCCC)(CCCC)[C:25]([O:27]CC)=[CH2:26])CCC.O.[F-].[K+]. The catalyst is C1(C)C=CC=CC=1.Cl[Pd](Cl)([P](C1C=CC=CC=1)(C1C=CC=CC=1)C1C=CC=CC=1)[P](C1C=CC=CC=1)(C1C=CC=CC=1)C1C=CC=CC=1. The product is [Cl:19][C:3]1[C:2]([C:25](=[O:27])[CH3:26])=[CH:7][N:6]=[C:5]2[N:8]([CH2:11][O:12][CH2:13][CH2:14][Si:15]([CH3:18])([CH3:17])[CH3:16])[CH:9]=[N:10][C:4]=12. The yield is 0.260. (5) The reactants are [CH:1]1([C:5]2[N:6]=[C:7]([CH2:10][CH2:11][C:12]3[CH:34]=[CH:33][N:15]4[C:16](=[O:32])[C:17](/[CH:27]=[CH:28]/[C:29]([OH:31])=[O:30])=[C:18]([N:20]5[CH2:25][CH2:24]C[CH:22]([OH:26])[CH2:21]5)[N:19]=[C:14]4[CH:13]=3)[S:8][CH:9]=2)[CH2:4]CC1.C(C1N=C(CCC2C=CN3C(=O)C(/C=C/C(OC(C)(C)C)=O)=C(N4CCOCC4)N=C3C=2)SC=1)C. No catalyst specified. The product is [CH2:1]([C:5]1[N:6]=[C:7]([CH2:10][CH2:11][C:12]2[CH:34]=[CH:33][N:15]3[C:16](=[O:32])[C:17](/[CH:27]=[CH:28]/[C:29]([OH:31])=[O:30])=[C:18]([N:20]4[CH2:21][CH2:22][O:26][CH2:24][CH2:25]4)[N:19]=[C:14]3[CH:13]=2)[S:8][CH:9]=1)[CH3:4]. The yield is 0.730. (6) The reactants are [Br:1][C:2]1[CH:7]=[CH:6][C:5]([C:8]([C:12]2[CH:17]=[CH:16][C:15]([Br:18])=[CH:14][CH:13]=2)=[CH:9][CH2:10]Cl)=[CH:4][CH:3]=1.[OH:19][C:20]1[CH:31]=[CH:30][C:23]([O:24][CH2:25][C:26]([O:28][CH3:29])=[O:27])=[C:22]([CH3:32])[CH:21]=1.C(#N)C.C(=O)([O-])[O-].[Cs+].[Cs+]. The catalyst is O. The product is [Br:1][C:2]1[CH:7]=[CH:6][C:5]([C:8]([C:12]2[CH:17]=[CH:16][C:15]([Br:18])=[CH:14][CH:13]=2)=[CH:9][CH2:10][O:19][C:20]2[CH:31]=[CH:30][C:23]([O:24][CH2:25][C:26]([O:28][CH3:29])=[O:27])=[C:22]([CH3:32])[CH:21]=2)=[CH:4][CH:3]=1. The yield is 0.840. (7) The reactants are [NH2:1][C:2]1[S:6][N:5]=[C:4]([CH3:7])[C:3]=1[C:8]#[N:9].[C:10](Cl)(=[O:15])[CH2:11][CH:12]([CH3:14])[CH3:13]. The catalyst is N1C=CC=CC=1.C(Cl)(Cl)Cl. The product is [C:8]([C:3]1[C:4]([CH3:7])=[N:5][S:6][C:2]=1[NH:1][C:10](=[O:15])[CH2:11][CH:12]([CH3:14])[CH3:13])#[N:9]. The yield is 0.790.